From a dataset of Reaction yield outcomes from USPTO patents with 853,638 reactions. Predict the reaction yield, written as a fraction of the theoretical maximum amount of product (1.0 means a 100% yield; for example, 0.34 means a 34% yield). (1) The reactants are [CH2:1]([C@H:3]1[C@@H:7]([C:8]([NH:10][NH:11][C:12]2[N:13]=[C:14]3[CH:20]=[CH:19][N:18]([S:21]([C:24]4[CH:30]=[CH:29][C:27]([CH3:28])=[CH:26][CH:25]=4)(=[O:23])=[O:22])[C:15]3=[N:16][CH:17]=2)=O)[CH2:6][C@@H:5]([NH:31][C:32](=[O:34])[CH3:33])[CH2:4]1)[CH3:2].S(Cl)(Cl)=O.C([O-])(O)=O.[Na+].CCOC(C)=O. The catalyst is O1CCOCC1. The product is [CH2:1]([C@H:3]1[C@@H:7]([C:8]2[N:13]3[C:14]4[CH:20]=[CH:19][N:18]([S:21]([C:24]5[CH:30]=[CH:29][C:27]([CH3:28])=[CH:26][CH:25]=5)(=[O:22])=[O:23])[C:15]=4[N:16]=[CH:17][C:12]3=[N:11][N:10]=2)[CH2:6][C@@H:5]([NH:31][C:32](=[O:34])[CH3:33])[CH2:4]1)[CH3:2]. The yield is 0.660. (2) The reactants are N1C=CN=C1.[C:6]([Si:10](Cl)([C:17]1[CH:22]=[CH:21][CH:20]=[CH:19][CH:18]=1)[C:11]1[CH:16]=[CH:15][CH:14]=[CH:13][CH:12]=1)([CH3:9])([CH3:8])[CH3:7].[F:24][C:25]([F:41])([F:40])[C:26]([NH:28][C@H:29]1[C:38]2[C:33](=[CH:34][CH:35]=[CH:36][CH:37]=2)[C@H:32]([OH:39])[CH2:31][CH2:30]1)=[O:27].O. The catalyst is CN(C=O)C. The product is [Si:10]([O:39][C@H:32]1[C:33]2[C:38](=[CH:37][CH:36]=[CH:35][CH:34]=2)[C@H:29]([NH:28][C:26](=[O:27])[C:25]([F:40])([F:41])[F:24])[CH2:30][CH2:31]1)([C:6]([CH3:9])([CH3:8])[CH3:7])([C:17]1[CH:22]=[CH:21][CH:20]=[CH:19][CH:18]=1)[C:11]1[CH:16]=[CH:15][CH:14]=[CH:13][CH:12]=1. The yield is 0.830. (3) The reactants are [Br:1][CH2:2][C:3]1[NH:7][C:6]2[CH:8]=[CH:9][C:10]([C:12]3[CH:17]=[CH:16][CH:15]=[CH:14][C:13]=3[S:18]([CH2:21][CH2:22][OH:23])(=[O:20])=[O:19])=[CH:11][C:5]=2[N:4]=1.[CH3:24][C:25]([O:28][C:29](O[C:29]([O:28][C:25]([CH3:27])([CH3:26])[CH3:24])=[O:30])=[O:30])([CH3:27])[CH3:26].CCN(CC)CC. The catalyst is CN(C1C=CN=CC=1)C.C(Cl)Cl. The product is [C:25]([O:28][C:29]([N:7]1[C:6]2[CH:8]=[CH:9][C:10]([C:12]3[CH:17]=[CH:16][CH:15]=[CH:14][C:13]=3[S:18]([CH2:21][CH2:22][OH:23])(=[O:20])=[O:19])=[CH:11][C:5]=2[N:4]=[C:3]1[CH2:2][Br:1])=[O:30])([CH3:27])([CH3:26])[CH3:24]. The yield is 0.790. (4) The reactants are [CH3:1][O:2][C:3]([C:5]1[C:13]([NH:14][C:15]2[CH:20]=[CH:19][CH:18]=[CH:17][CH:16]=2)=[C:12]([Cl:21])[C:8]2[N:9]=[CH:10][NH:11][C:7]=2[CH:6]=1)=[O:4].C1C(=O)N([Br:29])C(=O)C1. The catalyst is CN(C=O)C. The product is [CH3:1][O:2][C:3]([C:5]1[C:13]([NH:14][C:15]2[CH:16]=[CH:17][C:18]([Br:29])=[CH:19][CH:20]=2)=[C:12]([Cl:21])[C:8]2[N:9]=[CH:10][NH:11][C:7]=2[CH:6]=1)=[O:4]. The yield is 0.540. (5) The reactants are C([O:3][C:4]([C:6]1([C:9]2[CH:14]=[CH:13][C:12]([C:15]3[CH:20]=[CH:19][C:18]([C:21]4[S:22][C:23]([Cl:39])=[CH:24][C:25]=4[NH:26][C:27]([O:29][C@@H:30]([C:32]4[CH:37]=[CH:36][CH:35]=[CH:34][C:33]=4[CH3:38])[CH3:31])=[O:28])=[CH:17][CH:16]=3)=[CH:11][CH:10]=2)[CH2:8][CH2:7]1)=[O:5])C.[OH-].[Na+].Cl. The catalyst is C(O)(C)C. The product is [Cl:39][C:23]1[S:22][C:21]([C:18]2[CH:19]=[CH:20][C:15]([C:12]3[CH:11]=[CH:10][C:9]([C:6]4([C:4]([OH:5])=[O:3])[CH2:8][CH2:7]4)=[CH:14][CH:13]=3)=[CH:16][CH:17]=2)=[C:25]([NH:26][C:27]([O:29][C@@H:30]([C:32]2[CH:37]=[CH:36][CH:35]=[CH:34][C:33]=2[CH3:38])[CH3:31])=[O:28])[CH:24]=1. The yield is 0.710. (6) The reactants are C([O:8][C@H:9]1[C@H:15]([O:16]CC2C=CC=CC=2)[C@@H:14]([O:24]CC2C=CC=CC=2)[C@:13]2([C:33]3[CH:38]=[CH:37][C:36]([Cl:39])=[C:35]([CH2:40][C:41]4[CH:46]=[CH:45][C:44]([O:47][CH2:48][CH3:49])=[CH:43][CH:42]=4)[CH:34]=3)[O:32][C@:10]1([CH:50]([OH:57])[C:51]#[C:52][Si:53]([CH3:56])([CH3:55])[CH3:54])[CH2:11][O:12]2)C1C=CC=CC=1.B(Cl)(Cl)Cl. The catalyst is ClCCl. The product is [Cl:39][C:36]1[CH:37]=[CH:38][C:33]([C@@:13]23[O:32][C@:10]([CH:50]([OH:57])[C:51]#[C:52][Si:53]([CH3:56])([CH3:54])[CH3:55])([CH2:11][O:12]2)[C@@H:9]([OH:8])[C@H:15]([OH:16])[C@H:14]3[OH:24])=[CH:34][C:35]=1[CH2:40][C:41]1[CH:42]=[CH:43][C:44]([O:47][CH2:48][CH3:49])=[CH:45][CH:46]=1. The yield is 1.00. (7) The reactants are [CH3:1][O:2][C:3]1[CH:4]=[C:5](/[CH:9]=[CH:10]/[C:11]([OH:13])=O)[CH:6]=[CH:7][CH:8]=1.C(N(CC)CC)C.C1C=CC(P([N:35]=[N+:36]=[N-:37])(C2C=CC=CC=2)=O)=CC=1. The catalyst is C1C=CC=CC=1. The product is [CH3:1][O:2][C:3]1[CH:4]=[C:5](/[CH:9]=[CH:10]/[C:11]([N:35]=[N+:36]=[N-:37])=[O:13])[CH:6]=[CH:7][CH:8]=1. The yield is 0.880.